Dataset: Retrosynthesis with 50K atom-mapped reactions and 10 reaction types from USPTO. Task: Predict the reactants needed to synthesize the given product. (1) Given the product COc1ccc(F)c(-c2ccc(CO[Si](C)(C)C(C)(C)C)cc2C=O)c1, predict the reactants needed to synthesize it. The reactants are: COc1ccc(F)c(-c2ccc(CO[Si](C)(C)C(C)(C)C)cc2CO)c1. (2) Given the product Cc1c(-c2ccccc2)c(N2CC[C@H](N(C)C)C2)c2oc(NCCCC(=O)O)nc2c1C#N, predict the reactants needed to synthesize it. The reactants are: CCOC(=O)CCCNc1nc2c(C#N)c(C)c(-c3ccccc3)c(N3CC[C@H](N(C)C)C3)c2o1. (3) Given the product C=CS(=O)(=O)N1CCCC[C@H]1c1nc(-c2ccc(C(=O)Nc3cc(CCC)ccn3)cc2)c2c(C)nccn12, predict the reactants needed to synthesize it. The reactants are: C=CS(=O)(=O)Cl.CCCc1ccnc(NC(=O)c2ccc(-c3nc([C@@H]4CCCCN4)n4ccnc(C)c34)cc2)c1. (4) Given the product CC(N)CCc1c(Cl)cc(Cl)cc1Cl, predict the reactants needed to synthesize it. The reactants are: CC(=O)CCc1c(Cl)cc(Cl)cc1Cl.[BH3-]C#N. (5) Given the product O=C1c2c(-c3ccccc3F)noc2CCC1CCCN1CCN(c2nsc3ccccc23)CC1, predict the reactants needed to synthesize it. The reactants are: O=C1c2c(-c3ccccc3F)noc2CCC1CCCCl.c1ccc2c(N3CCNCC3)nsc2c1. (6) Given the product Nc1cc(NC(=O)c2cccc(C(F)(F)F)c2)ccc1Sc1ccc(O)cc1, predict the reactants needed to synthesize it. The reactants are: O=C(Nc1ccc(Sc2ccc(O)cc2)c([N+](=O)[O-])c1)c1cccc(C(F)(F)F)c1. (7) Given the product CC(C)(CNC(=O)Cc1cnc[nH]1)c1ccc(C(=O)Nc2cn3cc(Cl)ccc3n2)cc1, predict the reactants needed to synthesize it. The reactants are: CC(C)(CN)c1ccc(C(=O)Nc2cn3cc(Cl)ccc3n2)cc1.O=C(O)Cc1cnc[nH]1. (8) The reactants are: CCOC(=O)CC(=O)CCl.CN(c1cccc2cc(C(N)=S)[nH]c12)S(=O)(=O)c1cccs1. Given the product CCOC(=O)Cc1csc(-c2cc3cccc(N(C)S(=O)(=O)c4cccs4)c3[nH]2)n1, predict the reactants needed to synthesize it. (9) Given the product COC(=O)Cn1c(C)c(Cc2ccc(=O)n(Cc3cccc(F)c3F)c2)c2cc(F)ccc21, predict the reactants needed to synthesize it. The reactants are: COC(=O)Cn1c(C)c(Cc2ccc(=O)n(Cc3ccc(F)cc3F)c2)c2ccccc21.Fc1cccc(CBr)c1F.